Dataset: Reaction yield outcomes from USPTO patents with 853,638 reactions. Task: Predict the reaction yield, written as a fraction of the theoretical maximum amount of product (1.0 means a 100% yield; for example, 0.34 means a 34% yield). The reactants are C(OC([N:8]=[C:9]1[N:13]([CH2:14][CH2:15][CH2:16][O:17][C:18]2[CH:19]=[C:20]([CH:24]=[CH:25][CH:26]=2)[C:21]([OH:23])=[O:22])[C:12]2[CH:27]=[CH:28][CH:29]=[CH:30][C:11]=2[N:10]1[CH2:31][C:32]1[CH:37]=[CH:36][CH:35]=[C:34]([N:38]2[CH2:43][CH2:42][N:41]([CH2:44][C:45]3[CH2:50][C:49]([CH3:52])([CH3:51])[CH2:48][CH2:47][C:46]=3[C:53]3[CH:58]=[CH:57][C:56]([Cl:59])=[CH:55][CH:54]=3)[CH2:40][CH2:39]2)[CH:33]=1)=O)(C)(C)C.C(O)(C(F)(F)F)=O. The catalyst is ClCCl. The product is [Cl:59][C:56]1[CH:55]=[CH:54][C:53]([C:46]2[CH2:47][CH2:48][C:49]([CH3:52])([CH3:51])[CH2:50][C:45]=2[CH2:44][N:41]2[CH2:40][CH2:39][N:38]([C:34]3[CH:33]=[C:32]([CH:37]=[CH:36][CH:35]=3)[CH2:31][N:10]3[C:11]4[CH:30]=[CH:29][CH:28]=[CH:27][C:12]=4[N:13]([CH2:14][CH2:15][CH2:16][O:17][C:18]4[CH:19]=[C:20]([CH:24]=[CH:25][CH:26]=4)[C:21]([OH:23])=[O:22])[C:9]3=[NH:8])[CH2:43][CH2:42]2)=[CH:58][CH:57]=1. The yield is 0.0600.